From a dataset of NCI-60 drug combinations with 297,098 pairs across 59 cell lines. Regression. Given two drug SMILES strings and cell line genomic features, predict the synergy score measuring deviation from expected non-interaction effect. (1) Drug 1: CC(C1=C(C=CC(=C1Cl)F)Cl)OC2=C(N=CC(=C2)C3=CN(N=C3)C4CCNCC4)N. Drug 2: CC1C(C(CC(O1)OC2CC(CC3=C2C(=C4C(=C3O)C(=O)C5=C(C4=O)C(=CC=C5)OC)O)(C(=O)CO)O)N)O.Cl. Cell line: RPMI-8226. Synergy scores: CSS=37.4, Synergy_ZIP=0.816, Synergy_Bliss=0.883, Synergy_Loewe=-17.6, Synergy_HSA=-2.23. (2) Drug 1: C1CC(C1)(C(=O)O)C(=O)O.[NH2-].[NH2-].[Pt+2]. Drug 2: C1C(C(OC1N2C=NC(=NC2=O)N)CO)O. Cell line: SN12C. Synergy scores: CSS=10.4, Synergy_ZIP=-3.60, Synergy_Bliss=0.938, Synergy_Loewe=0.420, Synergy_HSA=0.563. (3) Drug 1: C1CCC(C1)C(CC#N)N2C=C(C=N2)C3=C4C=CNC4=NC=N3. Drug 2: CCN(CC)CCCC(C)NC1=C2C=C(C=CC2=NC3=C1C=CC(=C3)Cl)OC. Cell line: OVCAR-8. Synergy scores: CSS=45.0, Synergy_ZIP=11.8, Synergy_Bliss=12.2, Synergy_Loewe=-15.5, Synergy_HSA=10.1. (4) Drug 1: C1CNP(=O)(OC1)N(CCCl)CCCl. Drug 2: C1=CC=C(C=C1)NC(=O)CCCCCCC(=O)NO. Cell line: SK-OV-3. Synergy scores: CSS=55.8, Synergy_ZIP=6.44, Synergy_Bliss=10.7, Synergy_Loewe=-32.6, Synergy_HSA=6.69. (5) Synergy scores: CSS=36.2, Synergy_ZIP=4.40, Synergy_Bliss=3.24, Synergy_Loewe=-17.3, Synergy_HSA=0.0867. Cell line: SF-268. Drug 2: CC1=C2C(C(=O)C3(C(CC4C(C3C(C(C2(C)C)(CC1OC(=O)C(C(C5=CC=CC=C5)NC(=O)C6=CC=CC=C6)O)O)OC(=O)C7=CC=CC=C7)(CO4)OC(=O)C)O)C)OC(=O)C. Drug 1: CNC(=O)C1=CC=CC=C1SC2=CC3=C(C=C2)C(=NN3)C=CC4=CC=CC=N4. (6) Drug 2: C1=CC=C(C=C1)NC(=O)CCCCCCC(=O)NO. Cell line: HT29. Drug 1: C1C(C(OC1N2C=NC3=C(N=C(N=C32)Cl)N)CO)O. Synergy scores: CSS=24.6, Synergy_ZIP=-1.95, Synergy_Bliss=-1.88, Synergy_Loewe=-22.3, Synergy_HSA=-3.84.